This data is from Peptide-MHC class II binding affinity with 134,281 pairs from IEDB. The task is: Regression. Given a peptide amino acid sequence and an MHC pseudo amino acid sequence, predict their binding affinity value. This is MHC class II binding data. (1) The binding affinity (normalized) is 0.615. The MHC is DRB1_1302 with pseudo-sequence DRB1_1302. The peptide sequence is GELQIVDKIGAAFKI. (2) The peptide sequence is GTVVLTATFALGAAL. The binding affinity (normalized) is 0.0718. The MHC is DRB1_0802 with pseudo-sequence DRB1_0802. (3) The peptide sequence is PEIWHHLSTLIKQPD. The MHC is DRB1_0301 with pseudo-sequence DRB1_0301. The binding affinity (normalized) is 0.371. (4) The MHC is HLA-DQA10301-DQB10302 with pseudo-sequence HLA-DQA10301-DQB10302. The peptide sequence is CKTLTPLMSSKFPEL. The binding affinity (normalized) is 0.114.